Dataset: Forward reaction prediction with 1.9M reactions from USPTO patents (1976-2016). Task: Predict the product of the given reaction. Given the reactants C([O:3][C:4](=[O:25])[C:5]([CH2:17][C:18]1[CH:23]=[CH:22][C:21](O)=[CH:20][CH:19]=1)([O:10][C:11]1[CH:16]=[CH:15][CH:14]=[CH:13][CH:12]=1)[CH2:6][CH2:7][CH2:8][CH3:9])C.[CH3:26][C:27]1[O:31][C:30]([C:32]2[CH:37]=[CH:36][CH:35]=[C:34]([C:38]3[S:39][CH:40]=[CH:41][CH:42]=3)[CH:33]=2)=[N:29][C:28]=1[CH2:43][CH2:44][O:45]S(C1C=CC(C)=CC=1)(=O)=O.C([O-])([O-])=O.[K+].[K+].[OH-].[Na+], predict the reaction product. The product is: [CH3:26][C:27]1[O:31][C:30]([C:32]2[CH:37]=[CH:36][CH:35]=[C:34]([C:38]3[S:39][CH:40]=[CH:41][CH:42]=3)[CH:33]=2)=[N:29][C:28]=1[CH2:43][CH2:44][O:45][C:21]1[CH:22]=[CH:23][C:18]([CH2:17][C:5]([O:10][C:11]2[CH:16]=[CH:15][CH:14]=[CH:13][CH:12]=2)([CH2:6][CH2:7][CH2:8][CH3:9])[C:4]([OH:25])=[O:3])=[CH:19][CH:20]=1.